Predict the reactants needed to synthesize the given product. From a dataset of Full USPTO retrosynthesis dataset with 1.9M reactions from patents (1976-2016). (1) Given the product [CH2:20]([C:4]1[CH:3]=[C:2]([CH3:1])[C:10]2[CH2:9][CH2:8][CH2:7][C:6]=2[C:5]=1[OH:11])[CH:19]=[CH2:18], predict the reactants needed to synthesize it. The reactants are: [CH3:1][C:2]1[C:10]2[CH2:9][CH2:8][CH2:7][C:6]=2[C:5]([OH:11])=[CH:4][CH:3]=1.C(=O)([O-])[O-].[K+].[K+].[CH2:18](Br)[CH:19]=[CH2:20].C(OC1C2CCCC=2C=CC=1CC=C)C1C=CC=CC=1.C(OC1C=CC(C)=C2C=1CCC2)C=C.C(OCC=C)C=C. (2) Given the product [CH2:1]([S:7]([CH2:14][CH:12]=[CH2:11])(=[O:9])=[O:6])[CH:2]=[CH2:3], predict the reactants needed to synthesize it. The reactants are: [CH2:1](O)[CH:2]=[CH2:3].O[O:6][S:7]([O-:9])=O.[K+].[CH3:11][C:12]([CH3:14])=O. (3) Given the product [F:12][C:13]1[CH:14]=[C:15]([CH:18]=[CH:19][C:20]=1[O:9][C:5]1[CH:6]=[CH:7][CH:8]=[C:3]([C:2]([F:10])([F:11])[F:1])[CH:4]=1)[CH:16]=[O:17], predict the reactants needed to synthesize it. The reactants are: [F:1][C:2]([F:11])([F:10])[C:3]1[CH:4]=[C:5]([OH:9])[CH:6]=[CH:7][CH:8]=1.[F:12][C:13]1[CH:14]=[C:15]([CH:18]=[CH:19][C:20]=1F)[CH:16]=[O:17].